Dataset: Forward reaction prediction with 1.9M reactions from USPTO patents (1976-2016). Task: Predict the product of the given reaction. (1) The product is: [Br:1][C:2]1[CH:3]=[C:4]([N:8]2[C:16]3[CH:15]=[C:14]([Cl:17])[N:13]=[CH:12][C:11]=3[C:10]([C:18]([NH2:24])=[O:20])=[N:9]2)[CH:5]=[CH:6][CH:7]=1. Given the reactants [Br:1][C:2]1[CH:3]=[C:4]([N:8]2[C:16]3[CH:15]=[C:14]([Cl:17])[N:13]=[CH:12][C:11]=3[C:10]([C:18]([O:20]C)=O)=[N:9]2)[CH:5]=[CH:6][CH:7]=1.C([NH2:24])=O.C[O-].[Na+], predict the reaction product. (2) The product is: [C:44]([NH:1][CH2:2][CH2:3][CH2:4][NH:5][C:6]1[N:11]=[N:10][C:9]([N:12]2[C:20]3[C:15](=[CH:16][C:17]([N:21]([CH2:33][C:34]([OH:36])=[O:35])[S:22]([C:25]4[CH:30]=[C:29]([Cl:31])[CH:28]=[C:27]([Cl:32])[CH:26]=4)(=[O:24])=[O:23])=[CH:18][CH:19]=3)[CH:14]=[CH:13]2)=[CH:8][CH:7]=1)(=[O:45])[CH3:43]. Given the reactants [NH2:1][CH2:2][CH2:3][CH2:4][NH:5][C:6]1[N:11]=[N:10][C:9]([N:12]2[C:20]3[C:15](=[CH:16][C:17]([N:21]([CH2:33][C:34]([OH:36])=[O:35])[S:22]([C:25]4[CH:30]=[C:29]([Cl:31])[CH:28]=[C:27]([Cl:32])[CH:26]=4)(=[O:24])=[O:23])=[CH:18][CH:19]=3)[CH:14]=[CH:13]2)=[CH:8][CH:7]=1.N1C=CC=CC=1.[CH3:43][C:44](OC(C)=O)=[O:45], predict the reaction product. (3) Given the reactants Cl[C:2]1[CH:7]=[C:6]([NH:8][NH2:9])[N:5]=[CH:4][N:3]=1.Cl.[O:11]1[CH2:16][CH2:15][CH2:14][CH2:13][NH:12]1.C(N(C(C)C)C(C)C)C.FC(F)(F)C(O)=O.CN([CH:36]=[C:37]([N:43]1[CH:47]=[C:46]([C:48]#[N:49])[N:45]=[CH:44]1)[C:38](OCC)=[O:39])C, predict the reaction product. The product is: [O:11]1[CH2:16][CH2:15][CH2:14][CH2:13][N:12]1[C:2]1[N:3]=[CH:4][N:5]=[C:6]([N:8]2[C:38](=[O:39])[C:37]([N:43]3[CH:47]=[C:46]([C:48]#[N:49])[N:45]=[CH:44]3)=[CH:36][NH:9]2)[CH:7]=1. (4) Given the reactants [O:1]1CCCO[CH:2]1[C:7]1[CH:12]=[CH:11][C:10]([C:13]2[S:14][C:15]3[CH:21]=[C:20]([C:22]4([C:25]5[CH:30]=[CH:29][CH:28]=[CH:27][CH:26]=5)[CH2:24][CH2:23]4)[CH:19]=[CH:18][C:16]=3[N:17]=2)=[C:9]([F:31])[CH:8]=1.Cl, predict the reaction product. The product is: [F:31][C:9]1[CH:8]=[C:7]([CH:12]=[CH:11][C:10]=1[C:13]1[S:14][C:15]2[CH:21]=[C:20]([C:22]3([C:25]4[CH:26]=[CH:27][CH:28]=[CH:29][CH:30]=4)[CH2:23][CH2:24]3)[CH:19]=[CH:18][C:16]=2[N:17]=1)[CH:2]=[O:1].